From a dataset of Full USPTO retrosynthesis dataset with 1.9M reactions from patents (1976-2016). Predict the reactants needed to synthesize the given product. Given the product [S:24]1[CH2:25][CH2:26][N:27]=[C:23]1[NH:1][CH2:2][CH2:3][C:4]1[CH:9]=[CH:8][C:7]([CH2:10][CH2:11][C:12]2[N:13]=[C:14]([NH:17][C:18](=[O:20])[CH3:19])[S:15][CH:16]=2)=[CH:6][CH:5]=1, predict the reactants needed to synthesize it. The reactants are: [NH2:1][CH2:2][CH2:3][C:4]1[CH:9]=[CH:8][C:7]([CH2:10][CH2:11][C:12]2[N:13]=[C:14]([NH:17][C:18](=[O:20])[CH3:19])[S:15][CH:16]=2)=[CH:6][CH:5]=1.CS[C:23]1[S:24][CH2:25][CH2:26][N:27]=1.Cl.C([O-])([O-])=O.[K+].[K+].